From a dataset of Full USPTO retrosynthesis dataset with 1.9M reactions from patents (1976-2016). Predict the reactants needed to synthesize the given product. Given the product [F:15][C:16]1[CH:17]=[CH:18][C:19]([CH:22]([C:24]2[CH:25]=[CH:26][CH:27]=[CH:28][CH:29]=2)[O:1][C:2]2[CH:11]=[CH:10][C:9]([N+:12]([O-:14])=[O:13])=[CH:8][C:3]=2[C:4]([O:6][CH3:7])=[O:5])=[CH:20][CH:21]=1, predict the reactants needed to synthesize it. The reactants are: [OH:1][C:2]1[CH:11]=[CH:10][C:9]([N+:12]([O-:14])=[O:13])=[CH:8][C:3]=1[C:4]([O:6][CH3:7])=[O:5].[F:15][C:16]1[CH:21]=[CH:20][C:19]([CH:22]([C:24]2[CH:29]=[CH:28][CH:27]=[CH:26][CH:25]=2)O)=[CH:18][CH:17]=1.C1(C)C=CC=CC=1.C1(P(C2C=CC=CC=2)C2C=CC=CC=2)C=CC=CC=1.